Predict the product of the given reaction. From a dataset of Forward reaction prediction with 1.9M reactions from USPTO patents (1976-2016). (1) Given the reactants [CH:1]1([CH2:5][CH2:6]C(O)=O)[CH2:4][CH2:3][CH2:2]1.C1C=CC(P([N:24]=[N+]=[N-])(C2C=CC=CC=2)=O)=CC=1.[Cl:27][C:28]1[CH:37]=[C:36]2[C:31]([CH:32]=[C:33]([C:39]3[C:40]([CH3:47])=[CH:41][C:42]([F:46])=[C:43]([CH:45]=3)[NH2:44])[C:34]([CH3:38])=[N:35]2)=[CH:30][N:29]=1.[O:48]1[CH2:53]COCC1, predict the reaction product. The product is: [Cl:27][C:28]1[CH:37]=[C:36]2[C:31]([CH:32]=[C:33]([C:39]3[C:40]([CH3:47])=[CH:41][C:42]([F:46])=[C:43]([NH:44][C:53]([NH:24][CH2:6][CH2:5][CH:1]4[CH2:2][CH2:3][CH2:4]4)=[O:48])[CH:45]=3)[C:34]([CH3:38])=[N:35]2)=[CH:30][N:29]=1. (2) Given the reactants Br[C:2]1[CH:3]=[CH:4][C:5]2[O:10][CH2:9][C:8](=[O:11])[N:7]([CH3:12])[C:6]=2[C:13]=1[O:14][C:15]1[CH:20]=[CH:19][CH:18]=[CH:17][CH:16]=1.[CH3:21][N:22]1[CH:27]=[C:26](B2OC(C)(C)C(C)(C)O2)[C:25]2[CH:37]=[CH:38][N:39]([S:40]([C:43]3[CH:48]=[CH:47][C:46]([CH3:49])=[CH:45][CH:44]=3)(=[O:42])=[O:41])[C:24]=2[C:23]1=[O:50], predict the reaction product. The product is: [CH3:12][N:7]1[C:6]2[C:13]([O:14][C:15]3[CH:20]=[CH:19][CH:18]=[CH:17][CH:16]=3)=[C:2]([C:26]3[C:25]4[CH:37]=[CH:38][N:39]([S:40]([C:43]5[CH:48]=[CH:47][C:46]([CH3:49])=[CH:45][CH:44]=5)(=[O:42])=[O:41])[C:24]=4[C:23](=[O:50])[N:22]([CH3:21])[CH:27]=3)[CH:3]=[CH:4][C:5]=2[O:10][CH2:9][C:8]1=[O:11].